This data is from Forward reaction prediction with 1.9M reactions from USPTO patents (1976-2016). The task is: Predict the product of the given reaction. (1) Given the reactants [CH3:1][O:2][CH2:3][CH2:4][O:5][C:6]1[C:11]([O:12][CH2:13][CH2:14][O:15][CH3:16])=[CH:10][CH:9]=[CH:8][C:7]=1[C:17]1[C:18]([CH3:23])=[N:19][NH:20][C:21]=1[NH2:22].[OH:24][C:25]1[CH:32]=[CH:31][C:28]([CH:29]=O)=[CH:27][CH:26]=1, predict the reaction product. The product is: [CH3:23][C:18]1[C:17]2[C:7]3[C:6]([O:5][CH2:4][CH2:3][O:2][CH3:1])=[C:11]([O:12][CH2:13][CH2:14][O:15][CH3:16])[CH:10]=[CH:9][C:8]=3[C:29]([C:28]3[CH:31]=[CH:32][C:25]([OH:24])=[CH:26][CH:27]=3)=[N:22][C:21]=2[NH:20][N:19]=1. (2) Given the reactants [N+:1]([C:4]1[CH:9]=[CH:8][C:7]([N:10]2[CH:14]3[CH2:15][CH2:16][CH:11]2[CH2:12][CH2:13]3)=[CH:6][C:5]=1[C:17]([F:20])([F:19])[F:18])([O-])=O, predict the reaction product. The product is: [CH:11]12[N:10]([C:7]3[CH:8]=[CH:9][C:4]([NH2:1])=[C:5]([C:17]([F:20])([F:18])[F:19])[CH:6]=3)[CH:14]([CH2:13][CH2:12]1)[CH2:15][CH2:16]2.